From a dataset of Full USPTO retrosynthesis dataset with 1.9M reactions from patents (1976-2016). Predict the reactants needed to synthesize the given product. (1) Given the product [F:1][C:2]1[CH:3]=[C:4]2[C:10]([C:11]3[N:16]=[C:15]([S:17]([CH3:18])=[O:38])[C:14]([F:19])=[CH:13][N:12]=3)=[CH:9][N:8]([S:20]([C:23]3[CH:28]=[CH:27][C:26]([CH3:29])=[CH:25][CH:24]=3)(=[O:22])=[O:21])[C:5]2=[N:6][CH:7]=1, predict the reactants needed to synthesize it. The reactants are: [F:1][C:2]1[CH:3]=[C:4]2[C:10]([C:11]3[N:16]=[C:15]([S:17][CH3:18])[C:14]([F:19])=[CH:13][N:12]=3)=[CH:9][N:8]([S:20]([C:23]3[CH:28]=[CH:27][C:26]([CH3:29])=[CH:25][CH:24]=3)(=[O:22])=[O:21])[C:5]2=[N:6][CH:7]=1.ClC1C=CC=C(C(OO)=[O:38])C=1.C([O-])([O-])=O.[K+].[K+]. (2) The reactants are: Cl[C:2]1[N:7]2[N:8]=[CH:9][CH:10]=[C:6]2[N:5]=[C:4]([NH:11][C:12](=[O:23])[C:13]2[CH:18]=[CH:17][C:16]([C:19]([OH:22])([CH3:21])[CH3:20])=[CH:15][CH:14]=2)[CH:3]=1.[NH:24]1CCCC(C#N)C1.C[N:33]1[C:37](=[O:38])[CH2:36][CH2:35][CH2:34]1. Given the product [OH:22][C:19]([C:16]1[CH:17]=[CH:18][C:13]([C:12]([NH:11][C:4]2[CH:3]=[C:2]([N:24]3[CH2:35][CH2:34][NH:33][C:37](=[O:38])[CH2:36]3)[N:7]3[N:8]=[CH:9][CH:10]=[C:6]3[N:5]=2)=[O:23])=[CH:14][CH:15]=1)([CH3:21])[CH3:20], predict the reactants needed to synthesize it. (3) Given the product [CH3:13][C:14]1[N:46]=[C:17]2[N:18]([CH2:41][C:42]3([CH3:45])[CH2:44][CH2:43]3)[C:19](=[O:40])[C:20]([CH2:25][C:26]3[CH:31]=[CH:30][C:29]([C:32]4[CH:37]=[CH:36][CH:35]=[CH:34][C:33]=4[C:38]4[NH:3][C:4](=[O:7])[O:5][N:39]=4)=[CH:28][CH:27]=3)=[C:21]([CH2:22][CH2:23][CH3:24])[N:16]2[N:15]=1, predict the reactants needed to synthesize it. The reactants are: [Cl-].O[NH3+:3].[C:4](=[O:7])([O-])[OH:5].[Na+].CS(C)=O.[CH3:13][C:14]1[N:46]=[C:17]2[N:18]([CH2:41][C:42]3([CH3:45])[CH2:44][CH2:43]3)[C:19](=[O:40])[C:20]([CH2:25][C:26]3[CH:31]=[CH:30][C:29]([C:32]4[C:33]([C:38]#[N:39])=[CH:34][CH:35]=[CH:36][CH:37]=4)=[CH:28][CH:27]=3)=[C:21]([CH2:22][CH2:23][CH3:24])[N:16]2[N:15]=1. (4) Given the product [Cl:1][C:2]1[C:7]([F:8])=[CH:6][CH:5]=[C:4]([Cl:9])[C:3]=1[CH:10]([O:12][C:13]1[C:14]([CH3:20])=[CH:15][C:16]2[N:17]=[C:22]([NH2:23])[S:21][C:18]=2[CH:19]=1)[CH3:11], predict the reactants needed to synthesize it. The reactants are: [Cl:1][C:2]1[C:7]([F:8])=[CH:6][CH:5]=[C:4]([Cl:9])[C:3]=1[CH:10]([O:12][C:13]1[CH:19]=[CH:18][C:16]([NH2:17])=[CH:15][C:14]=1[CH3:20])[CH3:11].[S-:21][C:22]#[N:23].[K+].BrBr. (5) Given the product [Br:22][C:6]1[N:2]([CH3:1])[CH:3]=[N:4][C:5]=1[C:7]1[CH:12]=[C:11]([C:13]#[N:14])[CH:10]=[CH:9][N:8]=1, predict the reactants needed to synthesize it. The reactants are: [CH3:1][N:2]1[CH:6]=[C:5]([C:7]2[CH:12]=[C:11]([C:13]#[N:14])[CH:10]=[CH:9][N:8]=2)[N:4]=[CH:3]1.C1C(=O)N([Br:22])C(=O)C1.